Dataset: Forward reaction prediction with 1.9M reactions from USPTO patents (1976-2016). Task: Predict the product of the given reaction. Given the reactants [CH2:1]([NH:3][C:4]1[C:9]([N+:10]([O-])=O)=[CH:8][N:7]=[CH:6][C:5]=1[Br:13])[CH3:2], predict the reaction product. The product is: [Br:13][C:5]1[C:4]([NH:3][CH2:1][CH3:2])=[C:9]([NH2:10])[CH:8]=[N:7][CH:6]=1.